Dataset: NCI-60 drug combinations with 297,098 pairs across 59 cell lines. Task: Regression. Given two drug SMILES strings and cell line genomic features, predict the synergy score measuring deviation from expected non-interaction effect. (1) Synergy scores: CSS=26.8, Synergy_ZIP=-5.30, Synergy_Bliss=-2.79, Synergy_Loewe=-13.1, Synergy_HSA=-3.04. Drug 2: CC1CCC2CC(C(=CC=CC=CC(CC(C(=O)C(C(C(=CC(C(=O)CC(OC(=O)C3CCCCN3C(=O)C(=O)C1(O2)O)C(C)CC4CCC(C(C4)OC)OCCO)C)C)O)OC)C)C)C)OC. Cell line: RPMI-8226. Drug 1: C1CCC(CC1)NC(=O)N(CCCl)N=O. (2) Synergy scores: CSS=10.4, Synergy_ZIP=0.262, Synergy_Bliss=6.11, Synergy_Loewe=5.43, Synergy_HSA=5.83. Cell line: OVCAR-8. Drug 2: CC12CCC(CC1=CCC3C2CCC4(C3CC=C4C5=CN=CC=C5)C)O. Drug 1: CS(=O)(=O)C1=CC(=C(C=C1)C(=O)NC2=CC(=C(C=C2)Cl)C3=CC=CC=N3)Cl. (3) Synergy scores: CSS=50.3, Synergy_ZIP=-1.38, Synergy_Bliss=-0.354, Synergy_Loewe=3.72, Synergy_HSA=4.34. Drug 1: CC1CCC2CC(C(=CC=CC=CC(CC(C(=O)C(C(C(=CC(C(=O)CC(OC(=O)C3CCCCN3C(=O)C(=O)C1(O2)O)C(C)CC4CCC(C(C4)OC)OCCO)C)C)O)OC)C)C)C)OC. Drug 2: CC1=C(N=C(N=C1N)C(CC(=O)N)NCC(C(=O)N)N)C(=O)NC(C(C2=CN=CN2)OC3C(C(C(C(O3)CO)O)O)OC4C(C(C(C(O4)CO)O)OC(=O)N)O)C(=O)NC(C)C(C(C)C(=O)NC(C(C)O)C(=O)NCCC5=NC(=CS5)C6=NC(=CS6)C(=O)NCCC[S+](C)C)O. Cell line: CAKI-1. (4) Drug 1: C1CN1P(=S)(N2CC2)N3CC3. Drug 2: CCC1(CC2CC(C3=C(CCN(C2)C1)C4=CC=CC=C4N3)(C5=C(C=C6C(=C5)C78CCN9C7C(C=CC9)(C(C(C8N6C)(C(=O)OC)O)OC(=O)C)CC)OC)C(=O)OC)O.OS(=O)(=O)O. Cell line: RPMI-8226. Synergy scores: CSS=22.5, Synergy_ZIP=-1.47, Synergy_Bliss=2.19, Synergy_Loewe=-1.38, Synergy_HSA=-0.908. (5) Drug 1: CC1CCC2CC(C(=CC=CC=CC(CC(C(=O)C(C(C(=CC(C(=O)CC(OC(=O)C3CCCCN3C(=O)C(=O)C1(O2)O)C(C)CC4CCC(C(C4)OC)OCCO)C)C)O)OC)C)C)C)OC. Drug 2: COCCOC1=C(C=C2C(=C1)C(=NC=N2)NC3=CC=CC(=C3)C#C)OCCOC.Cl. Cell line: MDA-MB-435. Synergy scores: CSS=11.8, Synergy_ZIP=1.16, Synergy_Bliss=4.19, Synergy_Loewe=-4.74, Synergy_HSA=-1.90. (6) Drug 1: C1CCC(C1)C(CC#N)N2C=C(C=N2)C3=C4C=CNC4=NC=N3. Drug 2: CCN(CC)CCCC(C)NC1=C2C=C(C=CC2=NC3=C1C=CC(=C3)Cl)OC. Cell line: NCI-H226. Synergy scores: CSS=20.8, Synergy_ZIP=-5.28, Synergy_Bliss=4.58, Synergy_Loewe=2.12, Synergy_HSA=4.82. (7) Drug 1: CCCS(=O)(=O)NC1=C(C(=C(C=C1)F)C(=O)C2=CNC3=C2C=C(C=N3)C4=CC=C(C=C4)Cl)F. Drug 2: CCN(CC)CCNC(=O)C1=C(NC(=C1C)C=C2C3=C(C=CC(=C3)F)NC2=O)C. Cell line: SR. Synergy scores: CSS=2.34, Synergy_ZIP=-1.57, Synergy_Bliss=-3.58, Synergy_Loewe=-7.36, Synergy_HSA=-7.27. (8) Drug 1: C1CN1C2=NC(=NC(=N2)N3CC3)N4CC4. Drug 2: C1=NC2=C(N1)C(=S)N=CN2. Cell line: PC-3. Synergy scores: CSS=26.4, Synergy_ZIP=-9.84, Synergy_Bliss=-1.29, Synergy_Loewe=1.12, Synergy_HSA=2.81. (9) Drug 1: CN(C)C1=NC(=NC(=N1)N(C)C)N(C)C. Drug 2: CC1=C(C=C(C=C1)NC(=O)C2=CC=C(C=C2)CN3CCN(CC3)C)NC4=NC=CC(=N4)C5=CN=CC=C5. Cell line: HL-60(TB). Synergy scores: CSS=-8.97, Synergy_ZIP=5.29, Synergy_Bliss=5.82, Synergy_Loewe=-2.50, Synergy_HSA=-3.28.